From a dataset of Catalyst prediction with 721,799 reactions and 888 catalyst types from USPTO. Predict which catalyst facilitates the given reaction. (1) Reactant: CCN(S(F)(F)[F:7])CC.[Cl:10][C:11]1[N:16]=[CH:15][N:14]=[C:13]([CH2:17]O)[C:12]=1[CH3:19]. Product: [Cl:10][C:11]1[C:12]([CH3:19])=[C:13]([CH2:17][F:7])[N:14]=[CH:15][N:16]=1. The catalyst class is: 4. (2) Reactant: [Cl:1][C:2]1[C:7]([C:8]2[N:9]=[N:10][C:11]([CH3:14])=[CH:12][CH:13]=2)=[CH:6][CH:5]=[CH:4][N:3]=1.[Cl:15]N1C(=O)N(Cl)C(=O)N(Cl)C1=O. Product: [Cl:15][CH2:14][C:11]1[N:10]=[N:9][C:8]([C:7]2[C:2]([Cl:1])=[N:3][CH:4]=[CH:5][CH:6]=2)=[CH:13][CH:12]=1. The catalyst class is: 26. (3) Reactant: C(=O)([O-])[O-:2].[K+].[K+].CI.[CH2:9]([O:12][C@@H:13]([CH2:21][O:22][CH2:23][C:24]1[CH:29]=[CH:28][CH:27]=[CH:26][CH:25]=1)[CH2:14][CH:15]1SCCCS1)[CH:10]=[CH2:11].COC(C)(C)C. Product: [CH2:9]([O:12][C@@H:13]([CH2:21][O:22][CH2:23][C:24]1[CH:29]=[CH:28][CH:27]=[CH:26][CH:25]=1)[CH2:14][CH:15]=[O:2])[CH:10]=[CH2:11]. The catalyst class is: 47. (4) Reactant: [F:1][C:2]1[C:22]([O:23][CH3:24])=[CH:21][CH:20]=[C:19]([F:25])[C:3]=1[O:4][C:5]1[CH2:9][N:8]([C@@H:10]([CH2:14][CH:15]([CH3:17])[CH3:16])[C:11](O)=[O:12])[C:7](=[O:18])[CH:6]=1.[CH3:26][C:27]1([CH3:39])[O:31][C@H:30]([CH2:32][N:33]2[CH:37]=[CH:36][C:35]([NH2:38])=[N:34]2)[CH2:29][O:28]1.F[P-](F)(F)(F)(F)F.N1(O[P+](N(C)C)(N(C)C)N(C)C)C2C=CC=CC=2N=N1.C(N(CC)C(C)C)(C)C. Product: [CH3:26][C:27]1([CH3:39])[O:31][C@H:30]([CH2:32][N:33]2[CH:37]=[CH:36][C:35]([NH:38][C:11](=[O:12])[C@@H:10]([N:8]3[CH2:9][C:5]([O:4][C:3]4[C:19]([F:25])=[CH:20][CH:21]=[C:22]([O:23][CH3:24])[C:2]=4[F:1])=[CH:6][C:7]3=[O:18])[CH2:14][CH:15]([CH3:17])[CH3:16])=[N:34]2)[CH2:29][O:28]1. The catalyst class is: 9.